From a dataset of Forward reaction prediction with 1.9M reactions from USPTO patents (1976-2016). Predict the product of the given reaction. Given the reactants [CH2:1]([O:3][C:4](=[O:24])[CH2:5][C@@H:6]([NH:13][C:14]1[C:19]([N+:20]([O-])=O)=[CH:18][CH:17]=[C:16]([CH3:23])[N:15]=1)[C:7]1[CH:12]=[CH:11][CH:10]=[CH:9][CH:8]=1)[CH3:2], predict the reaction product. The product is: [CH2:1]([O:3][C:4](=[O:24])[CH2:5][C@@H:6]([NH:13][C:14]1[C:19]([NH2:20])=[CH:18][CH:17]=[C:16]([CH3:23])[N:15]=1)[C:7]1[CH:8]=[CH:9][CH:10]=[CH:11][CH:12]=1)[CH3:2].